Dataset: Full USPTO retrosynthesis dataset with 1.9M reactions from patents (1976-2016). Task: Predict the reactants needed to synthesize the given product. Given the product [C:1]([O:5][C:6]([N:8]([CH2:10][C:11]1[CH:12]=[C:13]([NH:23][C:24]([O:26][CH2:27][CH2:28][C:29]2[CH:34]=[CH:33][C:32]([CH:50]([NH:38][C:39]3[CH:47]=[CH:46][CH:45]=[C:41]([C:42](=[O:43])[NH2:44])[CH:40]=3)[C:49]([OH:53])=[O:52])=[CH:31][CH:30]=2)=[O:25])[CH:14]=[CH:15][C:16]=1[S:17]([CH:20]([CH3:22])[CH3:21])(=[O:19])=[O:18])[CH3:9])=[O:7])([CH3:4])([CH3:3])[CH3:2], predict the reactants needed to synthesize it. The reactants are: [C:1]([O:5][C:6]([N:8]([CH2:10][C:11]1[CH:12]=[C:13]([NH:23][C:24]([O:26][CH2:27][CH2:28][C:29]2[CH:34]=[CH:33][C:32](B(O)O)=[CH:31][CH:30]=2)=[O:25])[CH:14]=[CH:15][C:16]=1[S:17]([CH:20]([CH3:22])[CH3:21])(=[O:19])=[O:18])[CH3:9])=[O:7])([CH3:4])([CH3:3])[CH3:2].[NH2:38][C:39]1[CH:40]=[C:41]([CH:45]=[CH:46][CH:47]=1)[C:42]([NH2:44])=[O:43].O.[C:49]([OH:53])(=[O:52])[CH:50]=O.